Dataset: Full USPTO retrosynthesis dataset with 1.9M reactions from patents (1976-2016). Task: Predict the reactants needed to synthesize the given product. Given the product [CH3:1][O:2][C:3](=[O:18])[C:4]1[CH:9]=[CH:8][CH:7]=[C:6]([CH2:24][CH2:23][CH:22]=[CH2:21])[CH:5]=1, predict the reactants needed to synthesize it. The reactants are: [CH3:1][O:2][C:3](=[O:18])[C:4]1[CH:9]=[CH:8][CH:7]=[C:6](OS(C(F)(F)F)(=O)=O)[CH:5]=1.CN1[CH2:24][CH2:23][CH2:22][C:21]1=O.C([Mg]Br)CC=C.[Mg].BrCCC=C.[Cl-].[NH4+].